From a dataset of Catalyst prediction with 721,799 reactions and 888 catalyst types from USPTO. Predict which catalyst facilitates the given reaction. (1) Reactant: [Li+].C[Si]([N-][Si](C)(C)C)(C)C.[N:11]1[CH:16]=[CH:15][C:14]([CH3:17])=[CH:13][CH:12]=1.[Br:18][C:19]1[CH:20]=[C:21]([CH:26]=[CH:27][CH:28]=1)[C:22](OC)=[O:23]. Product: [Br:18][C:19]1[CH:20]=[C:21]([C:22](=[O:23])[CH2:17][C:14]2[CH:15]=[CH:16][N:11]=[CH:12][CH:13]=2)[CH:26]=[CH:27][CH:28]=1. The catalyst class is: 1. (2) Reactant: [Br:1][C:2]1[C:3](=[O:19])[NH:4][C:5]([CH3:18])=[CH:6][C:7]=1[O:8][CH2:9][C:10]1[CH:15]=[CH:14][C:13]([F:16])=[CH:12][C:11]=1[F:17].[Br:20][CH2:21][C:22]1[CH:27]=[CH:26][CH:25]=[C:24]([CH2:28]Br)[CH:23]=1.[H-].[Na+]. Product: [Br:1][C:2]1[C:3](=[O:19])[N:4]([CH2:28][C:24]2[CH:25]=[CH:26][CH:27]=[C:22]([CH2:21][Br:20])[CH:23]=2)[C:5]([CH3:18])=[CH:6][C:7]=1[O:8][CH2:9][C:10]1[CH:15]=[CH:14][C:13]([F:16])=[CH:12][C:11]=1[F:17]. The catalyst class is: 12. (3) Reactant: N[C:2]1[CH:26]=[CH:25][C:5]2[C:6]3[CH:12]=[CH:11][C:10]([S:13]([NH:16][C@@H:17]([CH:22]([CH3:24])[CH3:23])[C:18]([O:20][CH3:21])=[O:19])(=[O:15])=[O:14])=[CH:9][C:7]=3[O:8][C:4]=2[CH:3]=1.Cl.N([O-])=O.[Na+].[Na+].[I-:33]. Product: [I:33][C:2]1[CH:26]=[CH:25][C:5]2[C:6]3[CH:12]=[CH:11][C:10]([S:13]([NH:16][C@@H:17]([CH:22]([CH3:24])[CH3:23])[C:18]([O:20][CH3:21])=[O:19])(=[O:15])=[O:14])=[CH:9][C:7]=3[O:8][C:4]=2[CH:3]=1. The catalyst class is: 211. (4) Reactant: [O:1]=[C:2]1[CH:11]=[CH:10][C:9]2[C:4](=[CH:5][CH:6]=[C:7]([O:12][CH2:13][C:14]([OH:16])=O)[CH:8]=2)[NH:3]1.Cl.CN(C)CCCN=C=NCC.OC1C2NN=NC=2N=CC=1.[NH2:39][CH2:40][C:41]([NH:44][CH2:45][C@H:46]([OH:57])[CH2:47][O:48][C:49]1[CH:56]=[CH:55][CH:54]=[CH:53][C:50]=1[C:51]#[N:52])([CH3:43])[CH3:42].C(N(CC)CC)C.[OH-].[Na+]. Product: [C:51]([C:50]1[CH:53]=[CH:54][CH:55]=[CH:56][C:49]=1[O:48][CH2:47][C@@H:46]([OH:57])[CH2:45][NH:44][C:41]([CH3:43])([CH3:42])[CH2:40][NH:39][C:14](=[O:16])[CH2:13][O:12][C:7]1[CH:8]=[C:9]2[C:4](=[CH:5][CH:6]=1)[NH:3][C:2](=[O:1])[CH:11]=[CH:10]2)#[N:52]. The catalyst class is: 391. (5) Reactant: [Br:1][C:2]1[CH:7]=[CH:6][N:5]=[C:4]([NH2:8])[CH:3]=1.Br[CH2:10][C:11]([C:13]1[O:14][CH:15]=[CH:16][CH:17]=1)=O. Product: [Br:1][C:2]1[CH:7]=[CH:6][N:5]2[CH:10]=[C:11]([C:13]3[O:14][CH:15]=[CH:16][CH:17]=3)[N:8]=[C:4]2[CH:3]=1. The catalyst class is: 21. (6) Reactant: C[O:2][C:3](=[O:35])[CH:4]([O:32][CH2:33][CH3:34])[CH2:5][C:6]1[CH:11]=[CH:10][C:9]([CH2:12][CH2:13][N:14]([C:22]([CH:24]2[CH2:31][C:30]3[CH:29]=[CH:28][CH:27]=[CH:26][C:25]2=3)=[O:23])[CH2:15][CH2:16][CH2:17][CH2:18][CH2:19][CH2:20][CH3:21])=[CH:8][CH:7]=1.[Li+].[OH-]. Product: [C:30]12[CH2:31][CH:24]([C:22]([N:14]([CH2:15][CH2:16][CH2:17][CH2:18][CH2:19][CH2:20][CH3:21])[CH2:13][CH2:12][C:9]3[CH:8]=[CH:7][C:6]([CH2:5][CH:4]([O:32][CH2:33][CH3:34])[C:3]([OH:35])=[O:2])=[CH:11][CH:10]=3)=[O:23])[C:25]=1[CH:26]=[CH:27][CH:28]=[CH:29]2. The catalyst class is: 7. (7) Reactant: [N+:1]([C:4]1[CH:9]=[CH:8][CH:7]=[CH:6][C:5]=1[S:10]([NH:13][CH2:14][C:15]#[CH:16])(=[O:12])=[O:11])([O-:3])=[O:2].C(=O)([O-])[O-].[Cs+].[Cs+].Br[CH2:24][CH2:25][CH2:26][Cl:27]. Product: [Cl:27][CH2:26][CH2:25][CH2:24][N:13]([CH2:14][C:15]#[CH:16])[S:10]([C:5]1[CH:6]=[CH:7][CH:8]=[CH:9][C:4]=1[N+:1]([O-:3])=[O:2])(=[O:11])=[O:12]. The catalyst class is: 21. (8) Product: [Br:12][C:9]1[CH:10]=[CH:11][C:6]([NH:5][C:3](=[O:4])[CH:2]([O:14][C:15]2[CH:16]=[CH:17][C:18]([CH2:21][C:22](=[O:23])[CH3:24])=[CH:19][CH:20]=2)[CH3:13])=[CH:7][CH:8]=1. The catalyst class is: 3. Reactant: Br[CH:2]([CH3:13])[C:3]([NH:5][C:6]1[CH:11]=[CH:10][C:9]([Br:12])=[CH:8][CH:7]=1)=[O:4].[OH:14][C:15]1[CH:20]=[CH:19][C:18]([CH2:21][C:22]([CH3:24])=[O:23])=[CH:17][CH:16]=1.C(=O)([O-])[O-].[K+].[K+].C(OCC)(=O)C. (9) Reactant: [CH2:1]([N:5]1[C:9]2[CH2:10][O:11][CH2:12][C:13](=[O:14])[C:8]=2[S:7]/[C:6]/1=[N:15]\[C:16](=[O:26])[C:17]1[CH:22]=[C:21]([Cl:23])[CH:20]=[CH:19][C:18]=1[O:24][CH3:25])[CH2:2][CH2:3][CH3:4].[BH4-].[Na+]. Product: [CH2:1]([N:5]1[C:9]2[CH2:10][O:11][CH2:12][CH:13]([OH:14])[C:8]=2[S:7]/[C:6]/1=[N:15]\[C:16](=[O:26])[C:17]1[CH:22]=[C:21]([Cl:23])[CH:20]=[CH:19][C:18]=1[O:24][CH3:25])[CH2:2][CH2:3][CH3:4]. The catalyst class is: 7. (10) Reactant: I[C:2]1[CH:7]=[C:6]([N+:8]([O-:10])=[O:9])[CH:5]=[C:4]([I:11])[C:3]=1[OH:12].[C:13]([CH:15]1[CH2:17][CH2:16]1)#[CH:14].O. The catalyst class is: 17. Product: [CH:15]1([C:13]2[O:12][C:3]3[C:4]([I:11])=[CH:5][C:6]([N+:8]([O-:10])=[O:9])=[CH:7][C:2]=3[CH:14]=2)[CH2:17][CH2:16]1.